From a dataset of Full USPTO retrosynthesis dataset with 1.9M reactions from patents (1976-2016). Predict the reactants needed to synthesize the given product. (1) Given the product [CH2:1]([N:8]([CH2:24][C:23]1[CH:26]=[CH:27][CH:28]=[CH:29][C:22]=1[F:21])[C:9]1[C:10]([CH3:20])=[C:11]([NH:15][S:16]([CH3:19])(=[O:18])=[O:17])[CH:12]=[CH:13][CH:14]=1)[C:2]1[CH:3]=[CH:4][CH:5]=[CH:6][CH:7]=1, predict the reactants needed to synthesize it. The reactants are: [CH2:1]([NH:8][C:9]1[C:10]([CH3:20])=[C:11]([NH:15][S:16]([CH3:19])(=[O:18])=[O:17])[CH:12]=[CH:13][CH:14]=1)[C:2]1[CH:7]=[CH:6][CH:5]=[CH:4][CH:3]=1.[F:21][C:22]1[CH:29]=[CH:28][CH:27]=[CH:26][C:23]=1[CH:24]=O. (2) Given the product [C:30]([OH:37])(=[O:36])/[CH:31]=[CH:32]/[C:33]([OH:35])=[O:34].[CH3:23][O:22][C:4]1[C:3]([CH2:1][NH:27][CH3:26])=[CH:21][CH:20]=[CH:19][C:5]=1[O:6][C:7]1[N:14]=[C:13]([C:15]([F:18])([F:17])[F:16])[CH:12]=[CH:11][C:8]=1[C:9]#[N:10], predict the reactants needed to synthesize it. The reactants are: [CH:1]([C:3]1[C:4]([O:22][CH3:23])=[C:5]([CH:19]=[CH:20][CH:21]=1)[O:6][C:7]1[N:14]=[C:13]([C:15]([F:18])([F:17])[F:16])[CH:12]=[CH:11][C:8]=1[C:9]#[N:10])=O.CN.[C:26]([BH3-])#[N:27].[Na+].[C:30]([OH:37])(=[O:36])/[CH:31]=[CH:32]/[C:33]([OH:35])=[O:34]. (3) The reactants are: [C:1]([C:5]1[CH:6]=[C:7]([NH2:17])[N:8]([C:10]2[CH:15]=[CH:14][C:13]([F:16])=[CH:12][CH:11]=2)[N:9]=1)([CH3:4])([CH3:3])[CH3:2].[C:18]([N:25]1[CH:29]=NC=N1)(N1C=NC=N1)=[O:19].[CH3:30][NH:31][C:32]([C:34]1[CH:39]=[C:38]([O:40][C:41]2[CH:46]=[CH:45]C(N)=[CH:43][CH:42]=2)[CH:37]=[CH:36][N:35]=1)=[O:33]. Given the product [CH3:30][NH:31][C:32]([C:34]1[CH:39]=[C:38]([O:40][C:41]2[CH:46]=[CH:45][C:29]([NH:25][C:18]([NH:17][C:7]3[N:8]([C:10]4[CH:11]=[CH:12][C:13]([F:16])=[CH:14][CH:15]=4)[N:9]=[C:5]([C:1]([CH3:4])([CH3:2])[CH3:3])[CH:6]=3)=[O:19])=[CH:43][CH:42]=2)[CH:37]=[CH:36][N:35]=1)=[O:33], predict the reactants needed to synthesize it. (4) Given the product [F:1][C:2]1[N:7]=[CH:6][C:5]([O:8][CH2:12][CH2:11][C:10]([CH3:25])([OH:9])[CH3:24])=[CH:4][CH:3]=1, predict the reactants needed to synthesize it. The reactants are: [F:1][C:2]1[N:7]=[CH:6][C:5]([OH:8])=[CH:4][CH:3]=1.[OH:9][C:10]([CH3:25])([CH3:24])[CH2:11][CH2:12]OS(C1C=CC(C)=CC=1)(=O)=O.C(=O)([O-])[O-].[Cs+].[Cs+].